From a dataset of Reaction yield outcomes from USPTO patents with 853,638 reactions. Predict the reaction yield, written as a fraction of the theoretical maximum amount of product (1.0 means a 100% yield; for example, 0.34 means a 34% yield). The yield is 0.400. The catalyst is CCCCCC.C(OCC)(=O)C. The product is [SH:13][C:8]1[CH:9]=[CH:10][CH:11]=[CH:12][C:7]=1[CH2:6][C:5]1[CH:4]=[C:3]([OH:2])[CH:16]=[CH:15][CH:14]=1. The reactants are C[O:2][C:3]1[CH:4]=[C:5]([CH:14]=[CH:15][CH:16]=1)[CH2:6][C:7]1[CH:12]=[CH:11][CH:10]=[CH:9][C:8]=1[SH:13].[Al+3].[Cl-].[Cl-].[Cl-].[Li]CCCC.O.